Dataset: Full USPTO retrosynthesis dataset with 1.9M reactions from patents (1976-2016). Task: Predict the reactants needed to synthesize the given product. The reactants are: [CH2:1]([N:10]1[C:15](=[O:16])[C:14]([C:17]2[CH:22]=[CH:21][C:20]([F:23])=[CH:19][CH:18]=2)=[C:13]([C:24]2[CH:29]=[CH:28][C:27]([S:30]([CH3:33])(=[O:32])=[O:31])=[CH:26][CH:25]=2)[CH:12]=[N:11]1)[C:2]([C:4]1[CH:9]=[CH:8][CH:7]=[CH:6][CH:5]=1)=[O:3].[BH4-].[Na+]. Given the product [OH:3][CH:2]([C:4]1[CH:5]=[CH:6][CH:7]=[CH:8][CH:9]=1)[CH2:1][N:10]1[C:15](=[O:16])[C:14]([C:17]2[CH:18]=[CH:19][C:20]([F:23])=[CH:21][CH:22]=2)=[C:13]([C:24]2[CH:29]=[CH:28][C:27]([S:30]([CH3:33])(=[O:32])=[O:31])=[CH:26][CH:25]=2)[CH:12]=[N:11]1, predict the reactants needed to synthesize it.